From a dataset of Full USPTO retrosynthesis dataset with 1.9M reactions from patents (1976-2016). Predict the reactants needed to synthesize the given product. (1) Given the product [N:1]1[CH:6]=[CH:5][CH:4]=[CH:3][C:2]=1[CH2:7][NH:8][C@H:9]1[CH2:14][CH2:13][CH2:12][CH2:11][C@@H:10]1[NH:15][CH2:16][C:17]1[CH:22]=[CH:21][CH:20]=[CH:19][N:18]=1, predict the reactants needed to synthesize it. The reactants are: [N:1]1[CH:6]=[CH:5][CH:4]=[CH:3][C:2]=1[CH:7]=[N:8][C@H:9]1[CH2:14][CH2:13][CH2:12][CH2:11][C@@H:10]1[N:15]=[CH:16][C:17]1[CH:22]=[CH:21][CH:20]=[CH:19][N:18]=1.O. (2) Given the product [OH:1][C:2]1[C:7]2[C@@:8]3([OH:45])[C@@:21]([O:25][CH3:26])([C@H:22]([OH:24])[CH2:23][C:6]=2[CH:5]=[C:4]([CH3:46])[C:3]=1[C:47]([N:61]1[CH2:65][CH2:64][CH2:63][CH2:62]1)=[O:48])[C:20](=[O:27])[C:19]1[C:10](=[CH:11][C:12]2[C:13](=[O:43])[C:14]([NH:30][CH:31]4[C@H:36]([O:37][CH3:38])[C@H:35]([OH:39])[C@@H:34]([O:40][CH3:41])[C@H:33]([CH3:42])[O:32]4)=[CH:15][C:16](=[O:29])[C:17]=2[C:18]=1[OH:28])[C:9]3=[O:44], predict the reactants needed to synthesize it. The reactants are: [OH:1][C:2]1[C:7]2[C@@:8]3([OH:45])[C@@:21]([O:25][CH3:26])([C@H:22]([OH:24])[CH2:23][C:6]=2[CH:5]=[C:4]([CH3:46])[C:3]=1[C:47](O)=[O:48])[C:20](=[O:27])[C:19]1[C:10](=[CH:11][C:12]2[C:13](=[O:43])[C:14]([NH:30][CH:31]4[C@H:36]([O:37][CH3:38])[C@H:35]([OH:39])[C@@H:34]([O:40][CH3:41])[C@H:33]([CH3:42])[O:32]4)=[CH:15][C:16](=[O:29])[C:17]=2[C:18]=1[OH:28])[C:9]3=[O:44].O.ON1C2C=CC=CC=2N=N1.[NH:61]1[CH2:65][CH2:64][CH2:63][CH2:62]1. (3) Given the product [CH2:1]([O:8][C:9]1[CH:10]=[CH:11][C:12]([C:15]2[N:19]([CH:20]3[CH2:25][CH2:24][CH2:23][CH2:22][CH2:21]3)[N:18]=[C:17]([CH2:26][CH2:27][C:28]([O:30][CH3:31])=[O:29])[CH:16]=2)=[CH:13][CH:14]=1)[C:2]1[CH:3]=[CH:4][CH:5]=[CH:6][CH:7]=1, predict the reactants needed to synthesize it. The reactants are: [CH2:1]([O:8][C:9]1[CH:14]=[CH:13][C:12]([C:15]2[N:19]([CH:20]3[CH2:25][CH2:24][CH2:23][CH2:22][CH2:21]3)[N:18]=[C:17](/[CH:26]=[CH:27]/[C:28]([O:30][CH3:31])=[O:29])[CH:16]=2)=[CH:11][CH:10]=1)[C:2]1[CH:7]=[CH:6][CH:5]=[CH:4][CH:3]=1. (4) Given the product [Cl:1][C:2]1[CH:11]=[C:10]([S:12]([NH:15][C:16]2[S:17][C:18]([Cl:21])=[CH:19][N:20]=2)(=[O:13])=[O:14])[CH:9]=[CH:8][C:3]=1[C:4]([OH:6])=[O:5], predict the reactants needed to synthesize it. The reactants are: [Cl:1][C:2]1[CH:11]=[C:10]([S:12]([NH:15][C:16]2[S:17][C:18]([Cl:21])=[CH:19][N:20]=2)(=[O:14])=[O:13])[CH:9]=[CH:8][C:3]=1[C:4]([O:6]C)=[O:5].[OH-].[Na+].Cl. (5) Given the product [CH3:29][C:28]1[CH:27]=[CH:26][C:21]([C:22]([O:24][CH3:25])=[O:23])=[CH:20][C:19]=1[NH:18][C:13](=[O:15])[C:12]1[CH:11]=[CH:10][C:9]([O:8][CH2:7][C:2]2[CH:3]=[CH:4][CH:5]=[CH:6][N:1]=2)=[CH:17][CH:16]=1, predict the reactants needed to synthesize it. The reactants are: [N:1]1[CH:6]=[CH:5][CH:4]=[CH:3][C:2]=1[CH2:7][O:8][C:9]1[CH:17]=[CH:16][C:12]([C:13]([OH:15])=O)=[CH:11][CH:10]=1.[NH2:18][C:19]1[CH:20]=[C:21]([CH:26]=[CH:27][C:28]=1[CH3:29])[C:22]([O:24][CH3:25])=[O:23].CN(C(ON1N=NC2C=CC=NC1=2)=[N+](C)C)C.F[P-](F)(F)(F)(F)F.CCN(C(C)C)C(C)C.[OH-].[Na+]. (6) Given the product [F:7][C:8]1[CH:9]=[C:10]([C:16]2[N:17]=[C:18]([C:5]#[N:6])[CH:19]=[CH:20][C:21]=2[CH3:22])[CH:11]=[CH:12][C:13]=1[O:14][CH3:15], predict the reactants needed to synthesize it. The reactants are: C[Si]([C:5]#[N:6])(C)C.[F:7][C:8]1[CH:9]=[C:10]([C:16]2[C:21]([CH3:22])=[CH:20][CH:19]=[CH:18][N+:17]=2[O-])[CH:11]=[CH:12][C:13]=1[O:14][CH3:15].CN(C)C(Cl)=O. (7) Given the product [OH:5][C:4]([C:7]([F:8])([F:9])[F:10])([CH2:3][C:2]([CH3:11])([C:12]1[C:20]2[O:19][CH2:18][CH2:17][C:16]=2[CH:15]=[C:14]([S:21][CH3:22])[CH:13]=1)[CH3:1])[CH2:6][N:27]1[C:28]2[C:33](=[CH:32][CH:31]=[CH:30][CH:29]=2)[C:24](=[O:23])[CH:25]=[CH:26]1, predict the reactants needed to synthesize it. The reactants are: [CH3:1][C:2]([C:12]1[C:20]2[O:19][CH2:18][CH2:17][C:16]=2[CH:15]=[C:14]([S:21][CH3:22])[CH:13]=1)([CH3:11])[CH2:3][C:4]1([C:7]([F:10])([F:9])[F:8])[CH2:6][O:5]1.[OH:23][C:24]1[C:33]2[C:28](=[CH:29][CH:30]=[CH:31][CH:32]=2)[N:27]=[CH:26][CH:25]=1.[O-]CC.[Na+].